Dataset: Forward reaction prediction with 1.9M reactions from USPTO patents (1976-2016). Task: Predict the product of the given reaction. (1) The product is: [CH:1]1([CH2:4][O:5][C:6]2[C:11]([CH2:12][CH3:13])=[CH:10][CH:9]=[CH:8][C:7]=2/[CH:14]=[CH:15]/[C:16]2[N:17]=[C:18]3[S:25][CH:24]=[CH:23][N:19]3[C:20](=[O:22])[C:21]=2[I:26])[CH2:2][CH2:3]1. Given the reactants [CH:1]1([CH2:4][O:5][C:6]2[C:11]([CH2:12][CH3:13])=[CH:10][CH:9]=[CH:8][C:7]=2/[CH:14]=[CH:15]/[C:16]2[N:17]=[C:18]3[S:25][CH:24]=[CH:23][N:19]3[C:20](=[O:22])[CH:21]=2)[CH2:3][CH2:2]1.[I:26]N1C(=O)CCC1=O, predict the reaction product. (2) Given the reactants [N:1]1([C:6]2[CH:11]=[CH:10][CH:9]=[CH:8][C:7]=2[NH:12][C:13]([C:15]2[C:23]3[C:22]4[CH:24]=[CH:25][CH:26]=[CH:27][C:21]=4[S:20][C:19]=3[CH:18]=[CH:17][CH:16]=2)=[O:14])[CH:5]=[CH:4][CH:3]=[N:2]1.ClCCl.C1C=C(Cl)C=C(C(OO)=[O:39])C=1, predict the reaction product. The product is: [O:39]=[C:24]1[C:22]2[C:23]3[C:15]([C:13]([NH:12][C:7]4[CH:8]=[CH:9][CH:10]=[CH:11][C:6]=4[N:1]4[CH:5]=[CH:4][CH:3]=[N:2]4)=[O:14])=[CH:16][CH:17]=[CH:18][C:19]=3[S:20][C:21]=2[CH:27]=[CH:26][CH2:25]1.